This data is from Reaction yield outcomes from USPTO patents with 853,638 reactions. The task is: Predict the reaction yield, written as a fraction of the theoretical maximum amount of product (1.0 means a 100% yield; for example, 0.34 means a 34% yield). (1) The yield is 0.540. The catalyst is C(OCC)(=O)C. The reactants are C[Si]([N:5]=[N+:6]=[N-:7])(C)C.C([Sn](=O)CCCC)CCC.C1(C)C=CC=CC=1.[Cl:25][C:26]1[CH:31]=[CH:30][C:29]([NH:32][C:33](=[O:50])[C:34]2[CH:39]=[CH:38][CH:37]=[C:36]([C:40]3[CH:41]=[CH:42][CH:43]=[C:44]4[C:49]=3[N:48]=[CH:47][CH:46]=[CH:45]4)[CH:35]=2)=[C:28]([C:51]#[N:52])[CH:27]=1. The product is [Cl:25][C:26]1[CH:31]=[CH:30][C:29]([NH:32][C:33](=[O:50])[C:34]2[CH:39]=[CH:38][CH:37]=[C:36]([C:40]3[CH:41]=[CH:42][CH:43]=[C:44]4[C:49]=3[N:48]=[CH:47][CH:46]=[CH:45]4)[CH:35]=2)=[C:28]([C:51]2[NH:52][N:7]=[N:6][N:5]=2)[CH:27]=1. (2) The reactants are [N:1]([CH2:4][CH:5]([NH:12][C:13]([C:15]1[S:16][CH:17]=[CH:18][C:19]=1[NH:20][C:21]1[CH:26]=[CH:25][N:24]=[C:23]2[NH:27][CH:28]=[CH:29][C:22]=12)=[O:14])[C:6]1[CH:11]=[CH:10][CH:9]=[CH:8][CH:7]=1)=[N+]=[N-].[H][H]. The catalyst is CO.[Pd]. The product is [NH2:1][CH2:4][CH:5]([NH:12][C:13]([C:15]1[S:16][CH:17]=[CH:18][C:19]=1[NH:20][C:21]1[CH:26]=[CH:25][N:24]=[C:23]2[NH:27][CH:28]=[CH:29][C:22]=12)=[O:14])[C:6]1[CH:11]=[CH:10][CH:9]=[CH:8][CH:7]=1. The yield is 0.750. (3) The reactants are [S:1]1[CH2:6][CH2:5][C:4](=[O:7])[CH2:3][CH2:2]1.[CH2:8](O)[CH2:9][OH:10]. The catalyst is C1(C)C=CC=CC=1.C1(C)C=CC(S(O)(=O)=O)=CC=1. The product is [O:10]1[C:4]2([CH2:5][CH2:6][S:1][CH2:2][CH2:3]2)[O:7][CH2:8][CH2:9]1. The yield is 0.960. (4) The reactants are [Cl-].CS(C)=O.[F:6][C:7]1[CH:12]=[CH:11][C:10]([CH2:13][N:14]2[CH2:19][CH2:18][CH:17]([CH2:20][OH:21])[CH2:16][CH2:15]2)=[CH:9][CH:8]=1.CCN(CC)CC. The catalyst is C(Cl)Cl.O. The product is [F:6][C:7]1[CH:12]=[CH:11][C:10]([CH2:13][N:14]2[CH2:19][CH2:18][CH:17]([CH:20]=[O:21])[CH2:16][CH2:15]2)=[CH:9][CH:8]=1. The yield is 0.790. (5) The reactants are [CH2:1]([N:8]1[CH2:13][CH:12]2[CH2:14][CH:9]1[CH:10]=[CH:11]2)[C:2]1[CH:7]=[CH:6][CH:5]=[CH:4][CH:3]=1.B.C1C[O:19]CC1.[OH-].[Na+].OO.C([O-])([O-])=O.[K+].[K+]. The catalyst is C(Cl)Cl.O.C1COCC1. The product is [CH2:1]([N:8]1[CH2:13][CH:12]2[CH2:14][CH:9]1[CH:10]([OH:19])[CH2:11]2)[C:2]1[CH:7]=[CH:6][CH:5]=[CH:4][CH:3]=1. The yield is 0.770.